Dataset: Full USPTO retrosynthesis dataset with 1.9M reactions from patents (1976-2016). Task: Predict the reactants needed to synthesize the given product. (1) Given the product [CH3:1][O:2][C:3]([C:5]1[CH:6]=[CH:7][C:8]2[N:9]([N:11]=[C:12]([C:14]3[C:15]([CH3:22])=[CH:16][C:17]([O:21][CH2:29][CH2:28][CH2:27][S:24]([CH3:23])(=[O:26])=[O:25])=[CH:18][C:19]=3[CH3:20])[N:13]=2)[CH:10]=1)=[O:4], predict the reactants needed to synthesize it. The reactants are: [CH3:1][O:2][C:3]([C:5]1[CH:6]=[CH:7][C:8]2[N:9]([N:11]=[C:12]([C:14]3[C:19]([CH3:20])=[CH:18][C:17]([OH:21])=[CH:16][C:15]=3[CH3:22])[N:13]=2)[CH:10]=1)=[O:4].[CH3:23][S:24]([CH2:27][CH2:28][CH2:29]OS(C1C=CC(C)=CC=1)(=O)=O)(=[O:26])=[O:25].C(=O)([O-])[O-].[K+].[K+]. (2) Given the product [CH3:10][C:11]1[CH:12]=[CH:13][C:14]([C:17]2[N:1]([C:3]3[CH:4]=[N:5][CH:6]=[CH:7][CH:8]=3)[N:2]=[C:19]([C:20]([O:22][CH3:23])=[O:21])[CH:18]=2)=[N:15][CH:16]=1, predict the reactants needed to synthesize it. The reactants are: [NH:1]([C:3]1[CH:4]=[N:5][CH:6]=[CH:7][CH:8]=1)[NH2:2].Cl.[CH3:10][C:11]1[CH:12]=[CH:13][C:14]([C:17](=O)[CH2:18][C:19](=O)[C:20]([O:22][CH3:23])=[O:21])=[N:15][CH:16]=1.C(=O)(O)[O-].[Na+]. (3) Given the product [CH:31]1([CH2:30][O:29][C:25]2[CH:24]=[C:23]([CH:28]=[CH:27][CH:26]=2)[O:22][C:19]2[CH:20]=[CH:21][C:16]([NH:15][C:13]3[C:14]4[N:6]([CH2:5][CH2:4][NH:3][C:40](=[O:41])[CH2:39][S:36]([CH3:35])(=[O:38])=[O:37])[CH:7]=[CH:8][C:9]=4[N:10]=[CH:11][N:12]=3)=[CH:17][C:18]=2[CH3:34])[CH2:33][CH2:32]1, predict the reactants needed to synthesize it. The reactants are: Cl.Cl.[NH2:3][CH2:4][CH2:5][N:6]1[C:14]2[C:13]([NH:15][C:16]3[CH:21]=[CH:20][C:19]([O:22][C:23]4[CH:28]=[CH:27][CH:26]=[C:25]([O:29][CH2:30][CH:31]5[CH2:33][CH2:32]5)[CH:24]=4)=[C:18]([CH3:34])[CH:17]=3)=[N:12][CH:11]=[N:10][C:9]=2[CH:8]=[CH:7]1.[CH3:35][S:36]([CH2:39][C:40](O)=[O:41])(=[O:38])=[O:37].ON1C2C=CC=CC=2N=N1.Cl.C(N=C=NCCCN(C)C)C.